Task: Predict the reactants needed to synthesize the given product.. Dataset: Full USPTO retrosynthesis dataset with 1.9M reactions from patents (1976-2016) Given the product [NH2:8][C:9]1[C:18]2[N:19]=[CH:20][N:21]([CH2:22][CH:23]([CH3:25])[CH3:24])[C:17]=2[C:16]2[CH:15]=[CH:14][CH:13]=[CH:12][C:11]=2[N:10]=1, predict the reactants needed to synthesize it. The reactants are: C([NH:8][C:9]1[C:18]2[N:19]=[CH:20][N:21]([CH2:22][CH:23]([CH3:25])[CH3:24])[C:17]=2[C:16]2[CH:15]=[CH:14][CH:13]=[CH:12][C:11]=2[N:10]=1)C1C=CC=CC=1.C(O)C.[H][H].